Dataset: Catalyst prediction with 721,799 reactions and 888 catalyst types from USPTO. Task: Predict which catalyst facilitates the given reaction. Reactant: Cl.[NH2:2][CH2:3][CH:4]([NH:15][C:16](=[O:38])[CH2:17][N:18]1[C:22](=[O:23])[N:21]([CH2:24][C@H:25]([OH:30])[C:26]([F:29])([F:28])[F:27])[C:20]([C:31]2[CH:36]=[CH:35][C:34]([Cl:37])=[CH:33][CH:32]=2)=[N:19]1)[C:5]1[CH:10]=[CH:9][CH:8]=[C:7]([C:11]([F:14])([F:13])[F:12])[CH:6]=1.[O-:39][C:40]#[N:41].[K+]. Product: [C:40]([NH:2][CH2:3][CH:4]([NH:15][C:16](=[O:38])[CH2:17][N:18]1[C:22](=[O:23])[N:21]([CH2:24][C@H:25]([OH:30])[C:26]([F:29])([F:27])[F:28])[C:20]([C:31]2[CH:36]=[CH:35][C:34]([Cl:37])=[CH:33][CH:32]=2)=[N:19]1)[C:5]1[CH:10]=[CH:9][CH:8]=[C:7]([C:11]([F:12])([F:14])[F:13])[CH:6]=1)(=[O:39])[NH2:41]. The catalyst class is: 24.